Dataset: Forward reaction prediction with 1.9M reactions from USPTO patents (1976-2016). Task: Predict the product of the given reaction. Given the reactants [CH:1]1([C:5]2[O:9][N:8]=[C:7]([CH2:10][O:11][C:12]3[C:17]([CH3:18])=[CH:16][CH:15]=[CH:14][C:13]=3[CH3:19])[C:6]=2[CH2:20][O:21][C:22]2[CH:27]=[CH:26][C:25]([C:28]3[CH:37]=[C:36]4[C:31]([CH:32]=[C:33]([C:38]([O:40]C)=[O:39])[N:34]=[CH:35]4)=[CH:30][CH:29]=3)=[CH:24][CH:23]=2)[CH2:4][CH2:3][CH2:2]1.O1CCCC1.[OH-].[Na+].Cl, predict the reaction product. The product is: [CH:1]1([C:5]2[O:9][N:8]=[C:7]([CH2:10][O:11][C:12]3[C:13]([CH3:19])=[CH:14][CH:15]=[CH:16][C:17]=3[CH3:18])[C:6]=2[CH2:20][O:21][C:22]2[CH:23]=[CH:24][C:25]([C:28]3[CH:37]=[C:36]4[C:31]([CH:32]=[C:33]([C:38]([OH:40])=[O:39])[N:34]=[CH:35]4)=[CH:30][CH:29]=3)=[CH:26][CH:27]=2)[CH2:4][CH2:3][CH2:2]1.